Dataset: Reaction yield outcomes from USPTO patents with 853,638 reactions. Task: Predict the reaction yield, written as a fraction of the theoretical maximum amount of product (1.0 means a 100% yield; for example, 0.34 means a 34% yield). The reactants are [CH3:1][O:2][C:3](=[O:16])[C:4]1[CH:9]=[CH:8][CH:7]=[C:6]([C:10]#[N:11])[C:5]=1[C:12]([O:14][CH3:15])=[O:13].[H][H].[ClH:19]. The catalyst is CO.[Pd]. The product is [ClH:19].[CH3:1][O:2][C:3](=[O:16])[C:4]1[CH:9]=[CH:8][CH:7]=[C:6]([CH2:10][NH2:11])[C:5]=1[C:12]([O:14][CH3:15])=[O:13]. The yield is 0.900.